From a dataset of NCI-60 drug combinations with 297,098 pairs across 59 cell lines. Regression. Given two drug SMILES strings and cell line genomic features, predict the synergy score measuring deviation from expected non-interaction effect. (1) Drug 1: C1=CC(=CC=C1CCCC(=O)O)N(CCCl)CCCl. Drug 2: C(CCl)NC(=O)N(CCCl)N=O. Cell line: CAKI-1. Synergy scores: CSS=33.2, Synergy_ZIP=-1.86, Synergy_Bliss=-3.19, Synergy_Loewe=-1.30, Synergy_HSA=-3.05. (2) Drug 1: CC1=C(C=C(C=C1)C(=O)NC2=CC(=CC(=C2)C(F)(F)F)N3C=C(N=C3)C)NC4=NC=CC(=N4)C5=CN=CC=C5. Drug 2: CC1CCC2CC(C(=CC=CC=CC(CC(C(=O)C(C(C(=CC(C(=O)CC(OC(=O)C3CCCCN3C(=O)C(=O)C1(O2)O)C(C)CC4CCC(C(C4)OC)O)C)C)O)OC)C)C)C)OC. Cell line: A549. Synergy scores: CSS=-9.34, Synergy_ZIP=2.60, Synergy_Bliss=-1.20, Synergy_Loewe=-9.87, Synergy_HSA=-9.44. (3) Drug 1: C1=CC(=CC=C1C#N)C(C2=CC=C(C=C2)C#N)N3C=NC=N3. Drug 2: CCCCC(=O)OCC(=O)C1(CC(C2=C(C1)C(=C3C(=C2O)C(=O)C4=C(C3=O)C=CC=C4OC)O)OC5CC(C(C(O5)C)O)NC(=O)C(F)(F)F)O. Cell line: NCI-H460. Synergy scores: CSS=42.4, Synergy_ZIP=-2.43, Synergy_Bliss=-4.92, Synergy_Loewe=-6.11, Synergy_HSA=-4.86. (4) Drug 1: C1CC(=O)NC(=O)C1N2CC3=C(C2=O)C=CC=C3N. Drug 2: C1=CC(=CC=C1C#N)C(C2=CC=C(C=C2)C#N)N3C=NC=N3. Cell line: HOP-62. Synergy scores: CSS=5.69, Synergy_ZIP=-0.761, Synergy_Bliss=1.90, Synergy_Loewe=5.78, Synergy_HSA=2.67. (5) Drug 1: CNC(=O)C1=NC=CC(=C1)OC2=CC=C(C=C2)NC(=O)NC3=CC(=C(C=C3)Cl)C(F)(F)F. Drug 2: CC12CCC3C(C1CCC2OP(=O)(O)O)CCC4=C3C=CC(=C4)OC(=O)N(CCCl)CCCl.[Na+]. Cell line: SF-268. Synergy scores: CSS=6.14, Synergy_ZIP=-0.746, Synergy_Bliss=5.86, Synergy_Loewe=5.36, Synergy_HSA=5.39. (6) Drug 1: C1=CC(=CC=C1C#N)C(C2=CC=C(C=C2)C#N)N3C=NC=N3. Drug 2: CC=C1C(=O)NC(C(=O)OC2CC(=O)NC(C(=O)NC(CSSCCC=C2)C(=O)N1)C(C)C)C(C)C. Cell line: SK-OV-3. Synergy scores: CSS=38.7, Synergy_ZIP=-0.186, Synergy_Bliss=-1.09, Synergy_Loewe=-47.6, Synergy_HSA=-0.393. (7) Drug 1: C1=CN(C(=O)N=C1N)C2C(C(C(O2)CO)O)O.Cl. Drug 2: CC(C)(C#N)C1=CC(=CC(=C1)CN2C=NC=N2)C(C)(C)C#N. Cell line: COLO 205. Synergy scores: CSS=40.2, Synergy_ZIP=0.513, Synergy_Bliss=-1.16, Synergy_Loewe=-7.50, Synergy_HSA=-2.36. (8) Drug 2: C1=CC=C(C(=C1)C(C2=CC=C(C=C2)Cl)C(Cl)Cl)Cl. Drug 1: CC12CCC(CC1=CCC3C2CCC4(C3CC=C4C5=CN=CC=C5)C)O. Cell line: KM12. Synergy scores: CSS=16.9, Synergy_ZIP=-1.77, Synergy_Bliss=6.47, Synergy_Loewe=4.76, Synergy_HSA=4.89. (9) Drug 2: CC=C1C(=O)NC(C(=O)OC2CC(=O)NC(C(=O)NC(CSSCCC=C2)C(=O)N1)C(C)C)C(C)C. Cell line: MDA-MB-435. Drug 1: CC(CN1CC(=O)NC(=O)C1)N2CC(=O)NC(=O)C2. Synergy scores: CSS=38.1, Synergy_ZIP=1.36, Synergy_Bliss=2.52, Synergy_Loewe=-34.6, Synergy_HSA=2.10. (10) Drug 1: C1=CC(=CC=C1CCC2=CNC3=C2C(=O)NC(=N3)N)C(=O)NC(CCC(=O)O)C(=O)O. Drug 2: CCN(CC)CCCC(C)NC1=C2C=C(C=CC2=NC3=C1C=CC(=C3)Cl)OC. Cell line: NCI-H460. Synergy scores: CSS=55.4, Synergy_ZIP=9.54, Synergy_Bliss=8.82, Synergy_Loewe=2.13, Synergy_HSA=10.2.